This data is from Orexin1 receptor HTS with 218,158 compounds and 233 confirmed actives. The task is: Binary Classification. Given a drug SMILES string, predict its activity (active/inactive) in a high-throughput screening assay against a specified biological target. (1) The compound is FC(F)(F)c1cn(CC(OCC(=O)c2c(n(c(=O)n(c2=O)C)C)N)=O)c(=O)cc1. The result is 0 (inactive). (2) The drug is S(=O)(=O)(N1CCOCC1)c1c(ccc(NC(=O)CSc2n(CCC)c(=O)[nH]n2)c1)C. The result is 0 (inactive). (3) The compound is S(c1n2nc(c3ccncc3)ccc2nn1)CC(=O)Nc1ccc(OC)cc1. The result is 0 (inactive). (4) The compound is S1(=O)(=O)CC(N(C)C(=O)CSc2ncnc3sc(cc23)CC)CC1. The result is 0 (inactive). (5) The drug is s1c(nc(c2c(noc2C)c2ccccc2)c1)COc1ccccc1. The result is 0 (inactive). (6) The molecule is O=C1N2C(C(CC1CC(=O)NCCCn1ccnc1)C(=O)N(C(C)C)C(C)C)(c1[nH]c3c(c1CC2)ccc(c3)c1occc1)C. The result is 0 (inactive). (7) The molecule is Fc1ccc(c2nc3n(ncc3C(OCC)=O)c(c2)C)cc1. The result is 0 (inactive). (8) The molecule is O1CCN(C(=O)C2CCN(CC2)C(=O)c2cc(OC)cc(OC)c2)CC1. The result is 0 (inactive).